Dataset: Full USPTO retrosynthesis dataset with 1.9M reactions from patents (1976-2016). Task: Predict the reactants needed to synthesize the given product. Given the product [CH2:16]([Ru:6]([CH:1]1[CH:2]=[CH:3][CH:4]=[CH:5]1)[CH:7]1[CH:11]=[CH:10][CH:9]=[CH:8]1)[CH2:17][CH3:18], predict the reactants needed to synthesize it. The reactants are: [CH:1]1([Ru:6][CH:7]2[CH:11]=[CH:10][CH:9]=[CH:8]2)[CH:5]=[CH:4][CH:3]=[CH:2]1.[Cl-].[Al+3].[Cl-].[Cl-].[CH2:16](O)[CH2:17][CH3:18].